Dataset: Reaction yield outcomes from USPTO patents with 853,638 reactions. Task: Predict the reaction yield, written as a fraction of the theoretical maximum amount of product (1.0 means a 100% yield; for example, 0.34 means a 34% yield). (1) The reactants are [F:1][C:2]1[CH:7]=[CH:6][C:5]([N:8]([CH2:12][C:13]2[S:17][C:16]([C:18]3[CH:33]=[CH:32][C:21]([CH2:22][NH:23][CH:24]4[CH2:29][O:28]C(C)(C)[O:26][CH2:25]4)=[CH:20][CH:19]=3)=[CH:15][CH:14]=2)[CH:9]([CH3:11])[CH3:10])=[CH:4][CH:3]=1.CO.Cl. The catalyst is C(Cl)Cl. The product is [F:1][C:2]1[CH:3]=[CH:4][C:5]([N:8]([CH2:12][C:13]2[S:17][C:16]([C:18]3[CH:19]=[CH:20][C:21]([CH2:22][NH:23][CH:24]([CH2:25][OH:26])[CH2:29][OH:28])=[CH:32][CH:33]=3)=[CH:15][CH:14]=2)[CH:9]([CH3:10])[CH3:11])=[CH:6][CH:7]=1. The yield is 0.480. (2) The reactants are [Si]([O:8][CH2:9][C@H:10]1[O:19][CH:14]([O:15][CH2:16][CH:17]=[CH2:18])[C@H:13]([O:20][CH2:21][C:22]2[CH:27]=[CH:26][CH:25]=[CH:24][CH:23]=2)[C@@H:12]([O:28][CH2:29][C:30]2[CH:35]=[CH:34][CH:33]=[CH:32][CH:31]=2)[C@@H:11]1[O:36][C@@H:37]1[O:66][C@H:65]([CH2:67][O:68][Si](C(C)(C)C)(C)C)[C@@H:56]([O:57][CH2:58][C:59]2[CH:64]=[CH:63][CH:62]=[CH:61][CH:60]=2)[C@H:47]([O:48][CH2:49][C:50]2[CH:55]=[CH:54][CH:53]=[CH:52][CH:51]=2)[C@H:38]1[O:39][CH2:40][C:41]1[CH:46]=[CH:45][CH:44]=[CH:43][CH:42]=1)(C(C)(C)C)(C)C.[F-].C([N+](CCCC)(CCCC)CCCC)CCC. The catalyst is O1CCCC1. The product is [CH2:21]([O:20][C@@H:13]1[C@@H:12]([O:28][CH2:29][C:30]2[CH:35]=[CH:34][CH:33]=[CH:32][CH:31]=2)[C@H:11]([O:36][C@@H:37]2[O:66][C@H:65]([CH2:67][OH:68])[C@@H:56]([O:57][CH2:58][C:59]3[CH:64]=[CH:63][CH:62]=[CH:61][CH:60]=3)[C@H:47]([O:48][CH2:49][C:50]3[CH:51]=[CH:52][CH:53]=[CH:54][CH:55]=3)[C@H:38]2[O:39][CH2:40][C:41]2[CH:46]=[CH:45][CH:44]=[CH:43][CH:42]=2)[C@@H:10]([CH2:9][OH:8])[O:19][CH:14]1[O:15][CH2:16][CH:17]=[CH2:18])[C:22]1[CH:23]=[CH:24][CH:25]=[CH:26][CH:27]=1. The yield is 0.620. (3) The reactants are Br[C:2]1[S:6][C:5]([NH:7][C:8]([O:10][C:11]([CH3:14])([CH3:13])[CH3:12])=[O:9])=[C:4]([C:15]([O:17][CH3:18])=[O:16])[CH:3]=1.C([Sn](CCCC)(CCCC)[C:24]1[CH:29]=[CH:28][CH:27]=[CH:26][N:25]=1)CCC. The product is [C:11]([O:10][C:8]([NH:7][C:5]1[S:6][C:2]([C:24]2[CH:29]=[CH:28][CH:27]=[CH:26][N:25]=2)=[CH:3][C:4]=1[C:15]([O:17][CH3:18])=[O:16])=[O:9])([CH3:14])([CH3:13])[CH3:12]. The catalyst is O1CCOCC1.C1C=CC([P]([Pd]([P](C2C=CC=CC=2)(C2C=CC=CC=2)C2C=CC=CC=2)([P](C2C=CC=CC=2)(C2C=CC=CC=2)C2C=CC=CC=2)[P](C2C=CC=CC=2)(C2C=CC=CC=2)C2C=CC=CC=2)(C2C=CC=CC=2)C2C=CC=CC=2)=CC=1. The yield is 0.890. (4) The reactants are Br[C:2]1[CH:3]=[C:4]([CH:9]=[CH:10][N:11]=1)[C:5]([O:7][CH3:8])=[O:6].[C:12]([Si:14]([CH3:17])([CH3:16])[CH3:15])#[CH:13].C(NC(C)C)(C)C. The catalyst is Cl[Pd](Cl)([P](C1C=CC=CC=1)(C1C=CC=CC=1)C1C=CC=CC=1)[P](C1C=CC=CC=1)(C1C=CC=CC=1)C1C=CC=CC=1.[Cu](I)I.C(#N)C. The product is [CH3:15][Si:14]([C:12]#[C:13][C:2]1[CH:3]=[C:4]([CH:9]=[CH:10][N:11]=1)[C:5]([O:7][CH3:8])=[O:6])([CH3:17])[CH3:16]. The yield is 0.820. (5) The reactants are O.C(=O)([O-])[O-].[K+].[K+].[C:8]1([C:17]2[CH:22]=[CH:21][CH:20]=[CH:19][CH:18]=2)[CH:13]=[CH:12][C:11](B(O)O)=[CH:10][CH:9]=1.[CH2:23]([O:25][C:26]([C:28]1[N:29]([CH3:38])[C:30]([CH2:36][CH3:37])=[C:31]([C:34]#[N:35])[C:32]=1I)=[O:27])[CH3:24]. The catalyst is [Pd].C(O)C. The product is [CH2:23]([O:25][C:26]([C:28]1[N:29]([CH3:38])[C:30]([CH2:36][CH3:37])=[C:31]([C:34]#[N:35])[C:32]=1[C:11]1[CH:12]=[CH:13][C:8]([C:17]2[CH:22]=[CH:21][CH:20]=[CH:19][CH:18]=2)=[CH:9][CH:10]=1)=[O:27])[CH3:24]. The yield is 0.887. (6) The reactants are [NH2:1][C:2]1([C:8]([OH:10])=[O:9])[CH2:7][CH2:6][CH2:5][CH2:4][CH2:3]1.[CH3:11][Si](C=[N+]=[N-])(C)C. The catalyst is O1CCCC1CO. The product is [NH2:1][C:2]1([C:8]([O:10][CH3:11])=[O:9])[CH2:7][CH2:6][CH2:5][CH2:4][CH2:3]1. The yield is 0.520. (7) The reactants are [Cl:1][C:2]1[CH:3]=[N+:4]([O-:22])[CH:5]=[C:6]([Cl:21])[C:7]=1[CH2:8][C@@H:9]([C:11]1[CH:16]=[CH:15][C:14]([O:17][CH3:18])=[C:13]([O:19][CH3:20])[CH:12]=1)[OH:10].[CH:23]([C:25]1[CH:26]=[C:27]([CH:31]=[CH:32][CH:33]=1)[C:28](O)=[O:29])=[O:24].Cl.CN(C)CCCN=C=NCC. The catalyst is CN(C)C1C=CN=CC=1.C(Cl)Cl. The product is [Cl:21][C:6]1[CH:5]=[N+:4]([O-:22])[CH:3]=[C:2]([Cl:1])[C:7]=1[CH2:8][C@@H:9]([C:11]1[CH:16]=[CH:15][C:14]([O:17][CH3:18])=[C:13]([O:19][CH3:20])[CH:12]=1)[O:10][C:28](=[O:29])[C:27]1[CH:31]=[CH:32][CH:33]=[C:25]([CH:23]=[O:24])[CH:26]=1. The yield is 0.910.